This data is from Reaction yield outcomes from USPTO patents with 853,638 reactions. The task is: Predict the reaction yield, written as a fraction of the theoretical maximum amount of product (1.0 means a 100% yield; for example, 0.34 means a 34% yield). (1) The reactants are C1(C2C=CC=CC=2)C=CC(C(=O)CC2C=CC=CC=2)=CC=1.[C:22]1([C:28](=[O:35])[CH2:29][C:30]2[CH:34]=[CH:33][S:32][CH:31]=2)[CH:27]=[CH:26][CH:25]=[CH:24][CH:23]=1.BrC1C=CC([F:43])=CC=1. No catalyst specified. The product is [F:43][C:25]1[CH:26]=[CH:27][C:22]([C:28](=[O:35])[CH2:29][C:30]2[CH:34]=[CH:33][S:32][CH:31]=2)=[CH:23][CH:24]=1. The yield is 0.450. (2) The reactants are [C:1]([C:3]1[CH:23]=[CH:22][C:6]([C:7](/[C:9](/[C:14]2[CH:21]=[CH:20][C:17]([C:18]#[N:19])=[CH:16][CH:15]=2)=[CH:10]/[N:11](C)C)=O)=[CH:5][CH:4]=1)#[N:2].Cl.[NH:25]([CH2:27][C:28]([O:30][CH2:31][CH3:32])=[O:29])N. The catalyst is C(O)C. The product is [C:18]([C:17]1[CH:20]=[CH:21][C:14]([C:9]2[CH:10]=[N:11][N:25]([CH2:27][C:28]([O:30][CH2:31][CH3:32])=[O:29])[C:7]=2[C:6]2[CH:22]=[CH:23][C:3]([C:1]#[N:2])=[CH:4][CH:5]=2)=[CH:15][CH:16]=1)#[N:19]. The yield is 0.235.